This data is from Catalyst prediction with 721,799 reactions and 888 catalyst types from USPTO. The task is: Predict which catalyst facilitates the given reaction. (1) Reactant: [Li]CCCC.CCCCCC.C(NC(C)C)(C)C.[Li+].CC([N-]C(C)C)C.[C:27]1([CH3:37])[CH:32]=[CH:31][C:30]([CH2:33][C:34]([OH:36])=[O:35])=[CH:29][CH:28]=1.CC1C=CC(S(O[CH:49]2[CH2:54][CH2:53][O:52][CH2:51][CH2:50]2)(=O)=O)=CC=1. Product: [CH3:37][C:27]1[CH:28]=[CH:29][C:30]([CH:33]([CH:49]2[CH2:54][CH2:53][O:52][CH2:51][CH2:50]2)[C:34]([OH:36])=[O:35])=[CH:31][CH:32]=1. The catalyst class is: 90. (2) Reactant: F[C:2]1[CH:9]=[C:8]([F:10])[CH:7]=[CH:6][C:3]=1[C:4]#[N:5].Cl.[NH2:12][C:13]([NH2:15])=[NH:14].[H-].[Na+].C([O-])(O)=O.[Na+]. Product: [F:10][C:8]1[CH:9]=[C:2]2[C:3]([C:4]([NH2:5])=[N:14][C:13]([NH2:15])=[N:12]2)=[CH:6][CH:7]=1. The catalyst class is: 44. (3) Product: [Br:11][C:10]1[CH:9]=[CH:8][CH:7]=[C:3]2[C:2]=1[N:1]=[C:15]([CH3:16])[N:22]([CH:23]1[CH2:28][CH2:27][C:26](=[O:29])[NH:25][C:24]1=[O:30])[C:4]2=[O:6]. Reactant: [NH2:1][C:2]1[C:10]([Br:11])=[CH:9][CH:8]=[CH:7][C:3]=1[C:4]([OH:6])=O.N1[CH:16]=[CH:15]N=C1.C(Cl)(=O)C.Cl.[NH2:22][CH:23]1[CH2:28][CH2:27][C:26](=[O:29])[NH:25][C:24]1=[O:30].P(OC1C=CC=CC=1)(OC1C=CC=CC=1)OC1C=CC=CC=1. The catalyst class is: 47. (4) Reactant: [CH2:1]1[C:9]2[C:4](=[CH:5][CH:6]=[CH:7][CH:8]=2)[CH2:3][NH:2]1.Br[CH2:11][C:12]([O:14][CH2:15][CH3:16])=[O:13].C([O-])([O-])=O.[Cs+].[Cs+].CCCCCC. Product: [CH2:15]([O:14][C:12](=[O:13])[CH2:11][N:2]1[CH2:3][C:4]2[C:9](=[CH:8][CH:7]=[CH:6][CH:5]=2)[CH2:1]1)[CH3:16]. The catalyst class is: 9. (5) Reactant: [CH:1]1([NH:7][C:8](=[O:33])[C:9]2[CH:14]=[C:13]([CH2:15][C:16]3[C:17](=[O:28])[C:18]([O:26][CH3:27])=[C:19]([O:24][CH3:25])[C:20](=[O:23])[C:21]=3[CH3:22])[CH:12]=[CH:11][C:10]=2[O:29]C(=O)C)[CH2:6][CH2:5][CH2:4][CH2:3][CH2:2]1.C(=O)([O-])O.[Na+]. Product: [CH:1]1([NH:7][C:8](=[O:33])[C:9]2[CH:14]=[C:13]([CH2:15][C:16]3[C:17](=[O:28])[C:18]([O:26][CH3:27])=[C:19]([O:24][CH3:25])[C:20](=[O:23])[C:21]=3[CH3:22])[CH:12]=[CH:11][C:10]=2[OH:29])[CH2:2][CH2:3][CH2:4][CH2:5][CH2:6]1. The catalyst class is: 24. (6) Reactant: [Cl:1][C:2]1[CH:3]=[C:4]([C@@H:9]2[CH2:14][CH2:13][CH2:12][N:11](C(=O)[C@H](OC)C3C=CC=CC=3)[CH2:10]2)[CH:5]=[C:6]([Cl:8])[CH:7]=1.[Li+].[B-](CC)(CC)CC.Cl. Product: [Cl:1][C:2]1[CH:3]=[C:4]([CH:9]2[CH2:14][CH2:13][CH2:12][NH:11][CH2:10]2)[CH:5]=[C:6]([Cl:8])[CH:7]=1. The catalyst class is: 1.